This data is from Catalyst prediction with 721,799 reactions and 888 catalyst types from USPTO. The task is: Predict which catalyst facilitates the given reaction. (1) Reactant: C(N(CC)CC)C.[F:8][C:9]1[CH:14]=[C:13]([F:15])[CH:12]=[CH:11][C:10]=1[C@:16]12[CH2:25][O:24][C@@H:23]([CH2:26][OH:27])[CH2:22][C@H:21]1[CH2:20][S:19][C:18]([NH:28][C:29](=[O:36])[C:30]1[CH:35]=[CH:34][CH:33]=[CH:32][CH:31]=1)=[N:17]2.CS(C)=O. Product: [F:8][C:9]1[CH:14]=[C:13]([F:15])[CH:12]=[CH:11][C:10]=1[C@:16]12[CH2:25][O:24][C@@H:23]([CH:26]=[O:27])[CH2:22][C@H:21]1[CH2:20][S:19][C:18]([NH:28][C:29](=[O:36])[C:30]1[CH:31]=[CH:32][CH:33]=[CH:34][CH:35]=1)=[N:17]2. The catalyst class is: 614. (2) Reactant: C(O[C:6](=O)[N:7]([C:9]1[CH:10]=[C:11]2[C:16](=[CH:17][CH:18]=1)[N:15]=[C:14]([C:19]1[CH:24]=[CH:23][CH:22]=[CH:21][C:20]=1[F:25])[N:13]=[C:12]2[N:26]1[C:34]2[CH:33]=[CH:32][N:31]=[CH:30][C:29]=2[CH:28]=[CH:27]1)C)(C)(C)C.Cl. Product: [F:25][C:20]1[CH:21]=[CH:22][CH:23]=[CH:24][C:19]=1[C:14]1[N:13]=[C:12]([N:26]2[C:34]3[CH:33]=[CH:32][N:31]=[CH:30][C:29]=3[CH:28]=[CH:27]2)[C:11]2[C:16](=[CH:17][CH:18]=[C:9]([NH:7][CH3:6])[CH:10]=2)[N:15]=1. The catalyst class is: 12.